Dataset: Forward reaction prediction with 1.9M reactions from USPTO patents (1976-2016). Task: Predict the product of the given reaction. (1) Given the reactants [CH3:1][O:2][CH2:3][C:4]#[CH:5].I[C:7]1[CH:28]=[CH:27][C:10]([C:11]([NH:13][S:14]([C:17]2[CH:22]=[CH:21][CH:20]=[CH:19][C:18]=2[S:23](=[O:26])(=[O:25])[NH2:24])(=[O:16])=[O:15])=[O:12])=[CH:9][CH:8]=1.C(N(CC)CC)C.Cl, predict the reaction product. The product is: [CH3:1][O:2][CH2:3][C:4]#[C:5][C:7]1[CH:28]=[CH:27][C:10]([C:11]([NH:13][S:14]([C:17]2[CH:22]=[CH:21][CH:20]=[CH:19][C:18]=2[S:23](=[O:26])(=[O:25])[NH2:24])(=[O:15])=[O:16])=[O:12])=[CH:9][CH:8]=1. (2) Given the reactants CSC.B.O=[C:6]1[CH2:11][O:10][C:9]2[CH:12]=[CH:13][C:14]([CH2:16][C:17]([O:19][CH3:20])=[O:18])=[CH:15][C:8]=2[NH:7]1.CO, predict the reaction product. The product is: [O:10]1[CH2:11][CH2:6][NH:7][C:8]2[CH:15]=[C:14]([CH2:16][C:17]([O:19][CH3:20])=[O:18])[CH:13]=[CH:12][C:9]1=2. (3) Given the reactants Cl.Cl[C:3]1[N:12]=[C:11]([N:13]([C:15]2[CH:20]=[CH:19][C:18]([O:21][CH3:22])=[CH:17][CH:16]=2)[CH3:14])[C:10]2[C:5](=[CH:6][CH:7]=[CH:8][CH:9]=2)[N:4]=1.Cl.[CH2:24]([O:26][C:27](=[O:33])[CH:28]([CH:30]([CH3:32])[CH3:31])[NH2:29])[CH3:25].CCN(CC)CC, predict the reaction product. The product is: [CH2:24]([O:26][C:27](=[O:33])[CH:28]([NH:29][C:3]1[N:12]=[C:11]([N:13]([C:15]2[CH:20]=[CH:19][C:18]([O:21][CH3:22])=[CH:17][CH:16]=2)[CH3:14])[C:10]2[C:5](=[CH:6][CH:7]=[CH:8][CH:9]=2)[N:4]=1)[CH:30]([CH3:32])[CH3:31])[CH3:25]. (4) The product is: [Cl:25][C:20]1[CH:19]=[C:18]([CH2:17][C:16]([N:15]([CH3:27])[C@@H:8]([C:4]2[CH:5]=[CH:6][CH:7]=[C:2]([NH:1][S:40]([CH2:39][CH2:38][O:37][CH2:36][C:35]([F:34])([F:44])[F:45])(=[O:42])=[O:41])[CH:3]=2)[CH2:9][N:10]2[CH2:11][CH2:12][CH2:13][CH2:14]2)=[O:26])[CH:23]=[CH:22][C:21]=1[Cl:24]. Given the reactants [NH2:1][C:2]1[CH:3]=[C:4]([C@H:8]([N:15]([CH3:27])[C:16](=[O:26])[CH2:17][C:18]2[CH:23]=[CH:22][C:21]([Cl:24])=[C:20]([Cl:25])[CH:19]=2)[CH2:9][N:10]2[CH2:14][CH2:13][CH2:12][CH2:11]2)[CH:5]=[CH:6][CH:7]=1.N1C=CC=CC=1.[F:34][C:35]([F:45])([F:44])[CH2:36][O:37][CH2:38][CH2:39][S:40](Cl)(=[O:42])=[O:41], predict the reaction product.